This data is from Forward reaction prediction with 1.9M reactions from USPTO patents (1976-2016). The task is: Predict the product of the given reaction. (1) Given the reactants [CH3:1][C:2]([C:12]1[CH:17]=[CH:16][CH:15]=[CH:14][N:13]=1)([CH3:11])[C@H:3]([C:5]1[CH:10]=[CH:9][CH:8]=[CH:7][CH:6]=1)[NH2:4].[C:18]([OH:25])(=[O:24])/[CH:19]=[CH:20]/[C:21]([OH:23])=[O:22], predict the reaction product. The product is: [C:18]([OH:25])(=[O:24])/[CH:19]=[CH:20]/[C:21]([OH:23])=[O:22].[CH3:11][C:2]([C:12]1[CH:17]=[CH:16][CH:15]=[CH:14][N:13]=1)([CH3:1])[C@H:3]([C:5]1[CH:10]=[CH:9][CH:8]=[CH:7][CH:6]=1)[NH2:4]. (2) Given the reactants C([Zn][C:4]#[N:5])#N.Br[C:7]1[CH:8]=[N:9][N:10]([C:12]2[CH:17]=[CH:16][C:15]([O:18][CH3:19])=[CH:14][CH:13]=2)[CH:11]=1.O, predict the reaction product. The product is: [CH3:19][O:18][C:15]1[CH:14]=[CH:13][C:12]([N:10]2[CH:11]=[C:7]([C:4]#[N:5])[CH:8]=[N:9]2)=[CH:17][CH:16]=1. (3) Given the reactants [N:1]12[CH2:8][CH2:7][CH:4]([CH2:5][CH2:6]1)[C@@H:3]([O:9][C:10](N1C=CN=C1)=[O:11])[CH2:2]2.[F:17][C:18]1[CH:19]=[C:20]([CH:25]([C:27]2[CH:32]=[CH:31][CH:30]=[C:29]([F:33])[CH:28]=2)[OH:26])[CH:21]=[C:22]([F:24])[CH:23]=1, predict the reaction product. The product is: [F:17][C:18]1[CH:19]=[C:20]([CH:25]([O:26][C:10](=[O:11])[O:9][C@@H:3]2[CH:4]3[CH2:5][CH2:6][N:1]([CH2:8][CH2:7]3)[CH2:2]2)[C:27]2[CH:32]=[CH:31][CH:30]=[C:29]([F:33])[CH:28]=2)[CH:21]=[C:22]([F:24])[CH:23]=1. (4) Given the reactants Cl.[Cl:2][C:3]1[CH:4]=[C:5]([OH:23])[CH:6]=[C:7]([NH:9][C:10]2[C:11]3[C:18]4[CH2:19][CH2:20][NH:21][CH2:22][C:17]=4[S:16][C:12]=3[N:13]=[CH:14][N:15]=2)[CH:8]=1.Cl.[CH3:25][N:26]([CH:33]([CH3:35])[CH3:34])[CH2:27]/[CH:28]=[CH:29]/[C:30](O)=[O:31], predict the reaction product. The product is: [Cl:2][C:3]1[CH:4]=[C:5]([OH:23])[CH:6]=[C:7]([NH:9][C:10]2[C:11]3[C:18]4[CH2:19][CH2:20][N:21]([C:30](=[O:31])/[CH:29]=[CH:28]/[CH2:27][N:26]([CH3:25])[CH:33]([CH3:35])[CH3:34])[CH2:22][C:17]=4[S:16][C:12]=3[N:13]=[CH:14][N:15]=2)[CH:8]=1. (5) Given the reactants [N+]([C:4]1[CH:21]=[C:20]([NH:22][CH2:23][C:24]2[N:35]=[C:34]3[C:27]([N:28]=[C:29]([NH:31][C:32]3=[O:33])[NH2:30])=[N:26][CH:25]=2)[CH:19]=[CH:18][C:5]=1[C:6](=[O:17])[NH:7][C@H:8]([C:14]([OH:16])=[O:15])[CH2:9][CH2:10][C:11]([OH:13])=[O:12])([O-])=O.NC1C=CC(C(O)=O)=C([F:46])C=1, predict the reaction product. The product is: [F:46][C:4]1[CH:21]=[C:20]([NH:22][CH2:23][C:24]2[N:35]=[C:34]3[C:27]([N:28]=[C:29]([NH:31][C:32]3=[O:33])[NH2:30])=[N:26][CH:25]=2)[CH:19]=[CH:18][C:5]=1[C:6](=[O:17])[NH:7][C@H:8]([C:14]([OH:16])=[O:15])[CH2:9][CH2:10][C:11]([OH:13])=[O:12]. (6) Given the reactants [F:1][C:2]1[CH:7]=[CH:6][CH:5]=[CH:4][C:3]=1[N:8]1[C:12]2[CH:13]=[CH:14][CH:15]=[CH:16][C:11]=2[NH:10][S:9]1(=[O:18])=[O:17].C1(P(C2C=CC=CC=2)C2C=CC=CC=2)C=CC=CC=1.[Br:38][CH2:39][CH2:40][CH:41](O)[CH3:42].N(C(OC(C)C)=O)=NC(OC(C)C)=O, predict the reaction product. The product is: [Br:38][CH2:39][CH2:40][CH:41]([N:10]1[C:11]2[CH:16]=[CH:15][CH:14]=[CH:13][C:12]=2[N:8]([C:3]2[CH:4]=[CH:5][CH:6]=[CH:7][C:2]=2[F:1])[S:9]1(=[O:18])=[O:17])[CH3:42]. (7) Given the reactants Br[C:2]1[C:10]2[C:5](=[N:6][CH:7]=[N:8][C:9]=2[NH2:11])[N:4]([C:12]([CH3:15])([CH3:14])[CH3:13])[N:3]=1.CC1(C)C(C)(C)OB([C:24]2[CH:34]=[CH:33][C:27]([C:28]([O:30][CH2:31][CH3:32])=[O:29])=[CH:26][CH:25]=2)O1.C(=O)([O-])[O-].[Na+].[Na+].O, predict the reaction product. The product is: [CH2:31]([O:30][C:28](=[O:29])[C:27]1[CH:33]=[CH:34][C:24]([C:2]2[C:10]3[C:5](=[N:6][CH:7]=[N:8][C:9]=3[NH2:11])[N:4]([C:12]([CH3:15])([CH3:14])[CH3:13])[N:3]=2)=[CH:25][CH:26]=1)[CH3:32]. (8) The product is: [CH2:1]([O:8][C:9]1[CH:14]=[C:13]([O:15][CH2:16][C:17]2[CH:22]=[CH:21][CH:20]=[CH:19][CH:18]=2)[C:12]([Cl:23])=[CH:11][C:10]=1[C:24]1[O:28][N:27]=[C:26]([C:29]([NH:30][CH2:31][CH3:32])=[O:33])[C:25]=1[C:34]1[O:38][N:37]=[C:36]([CH2:39][OH:40])[CH:35]=1)[C:2]1[CH:3]=[CH:4][CH:5]=[CH:6][CH:7]=1. Given the reactants [CH2:1]([O:8][C:9]1[CH:14]=[C:13]([O:15][CH2:16][C:17]2[CH:22]=[CH:21][CH:20]=[CH:19][CH:18]=2)[C:12]([Cl:23])=[CH:11][C:10]=1[C:24]1[O:28][N:27]=[C:26]([C:29](=[O:33])[NH:30][CH2:31][CH3:32])[C:25]=1[C:34]1[O:38][N:37]=[C:36]([C:39](OCC)=[O:40])[CH:35]=1)[C:2]1[CH:7]=[CH:6][CH:5]=[CH:4][CH:3]=1.[H-].[Al+3].[Li+].[H-].[H-].[H-], predict the reaction product. (9) The product is: [CH3:9][CH:10]([NH2:17])[C:11]1[CH:16]=[CH:15][CH:14]=[CH:13][CH:12]=1.[F:1][C@@H:2]([CH:6]([CH3:8])[CH3:7])[C:3]([OH:5])=[O:4]. Given the reactants [F:1][CH:2]([CH:6]([CH3:8])[CH3:7])[C:3]([OH:5])=[O:4].[CH3:9][C@@H:10]([NH2:17])[C:11]1[CH:16]=[CH:15][CH:14]=[CH:13][CH:12]=1, predict the reaction product.